Dataset: Forward reaction prediction with 1.9M reactions from USPTO patents (1976-2016). Task: Predict the product of the given reaction. (1) Given the reactants [F:1][C:2]([F:10])([F:9])[C:3]([OH:8])([CH3:7])[C:4]([OH:6])=[O:5].CCN(C(C)C)C(C)C.[CH2:20](Br)[C:21]1[CH:26]=[CH:25][CH:24]=[CH:23][CH:22]=1, predict the reaction product. The product is: [F:1][C:2]([F:10])([F:9])[C:3]([OH:8])([CH3:7])[C:4]([O:6][CH2:20][C:21]1[CH:26]=[CH:25][CH:24]=[CH:23][CH:22]=1)=[O:5]. (2) Given the reactants C([Sn](CCCC)(CCCC)[C:6]1[CH:11]=[N:10][CH:9]=[CH:8][N:7]=1)CCC.C(C1(C)C(O)=C(C(C)(C)C)C=CC1)(C)(C)C.Cl[C:37]1[O:38][C:39]2[C:40](=[C:42]([C:54]#[N:55])[C:43]([CH3:53])=[C:44]([C:47]3[CH:52]=[CH:51][CH:50]=[CH:49][CH:48]=3)[C:45]=2[F:46])[N:41]=1, predict the reaction product. The product is: [F:46][C:45]1[C:44]([C:47]2[CH:52]=[CH:51][CH:50]=[CH:49][CH:48]=2)=[C:43]([CH3:53])[C:42]([C:54]#[N:55])=[C:40]2[C:39]=1[O:38][C:37]([C:6]1[CH:11]=[N:10][CH:9]=[CH:8][N:7]=1)=[N:41]2. (3) Given the reactants F[C:2]1[N:7]=[CH:6][C:5]([C:8]2[CH:12]=[CH:11][S:10][CH:9]=2)=[CH:4][N:3]=1.[NH2:13][C:14]1[CH:15]=[C:16]([CH:20]=[CH:21][CH:22]=1)[C:17]([OH:19])=[O:18].C(N(C(C)C)CC)(C)C, predict the reaction product. The product is: [S:10]1[CH:11]=[CH:12][C:8]([C:5]2[CH:4]=[N:3][C:2]([NH:13][C:14]3[CH:15]=[C:16]([CH:20]=[CH:21][CH:22]=3)[C:17]([OH:19])=[O:18])=[N:7][CH:6]=2)=[CH:9]1. (4) Given the reactants [N:1]1[C:10]2[C:5](=[CH:6][CH:7]=[CH:8][CH:9]=2)[CH:4]=[C:3]([NH:11][C:12]([C:14]2[CH:15]=[C:16]3[C:20](=[CH:21][CH:22]=2)[NH:19][CH2:18][CH2:17]3)=[O:13])[CH:2]=1.C(N(CC)C(C)C)(C)C.[C:32](Cl)(=[O:34])[CH3:33], predict the reaction product. The product is: [N:1]1[C:10]2[C:5](=[CH:6][CH:7]=[CH:8][CH:9]=2)[CH:4]=[C:3]([NH:11][C:12]([C:14]2[CH:15]=[C:16]3[C:20](=[CH:21][CH:22]=2)[N:19]([C:32](=[O:34])[CH3:33])[CH2:18][CH2:17]3)=[O:13])[CH:2]=1. (5) Given the reactants [O:1]=[C:2]1[CH2:10][C:9]2[C:4](=[CH:5][C:6]([CH2:11][C:12]([OH:14])=O)=[CH:7][CH:8]=2)[NH:3]1.N=C=N.C1CCCCC1.C1CCCCC1.ON1C2C=CC=CC=2N=N1.[CH3:40][NH:41][C@@H:42]([C:50]1[CH:55]=[CH:54][CH:53]=[CH:52][CH:51]=1)[CH2:43][N:44]1[CH2:48][CH2:47][C@H:46]([OH:49])[CH2:45]1, predict the reaction product. The product is: [OH:49][C@H:46]1[CH2:47][CH2:48][N:44]([CH2:43][C@@H:42]([N:41]([CH3:40])[C:12](=[O:14])[CH2:11][C:6]2[CH:5]=[C:4]3[C:9]([CH2:10][C:2](=[O:1])[NH:3]3)=[CH:8][CH:7]=2)[C:50]2[CH:55]=[CH:54][CH:53]=[CH:52][CH:51]=2)[CH2:45]1. (6) Given the reactants [CH3:1][N:2]1[C:6]2[CH:7]=[CH:8][C:9]([N:11]3[CH:16]=[C:15]([C:17]#[N:18])[C:14](=[O:19])[N:13]([C@H:20]4[C:28]5[C:23](=[C:24]([C:29]([F:32])([F:31])[F:30])[CH:25]=[CH:26][CH:27]=5)[CH2:22][CH2:21]4)[C:12]3=[O:33])=[CH:10][C:5]=2[N:4]([CH3:34])[C:3]1=[O:35].C([Sn](=O)CCCC)CCC.C[Si]([N:50]=[N+:51]=[N-:52])(C)C.C(O)C, predict the reaction product. The product is: [CH3:1][N:2]1[C:6]2[CH:7]=[CH:8][C:9]([N:11]3[CH:16]=[C:15]([C:17]4[NH:52][N:51]=[N:50][N:18]=4)[C:14](=[O:19])[N:13]([C@H:20]4[C:28]5[C:23](=[C:24]([C:29]([F:31])([F:32])[F:30])[CH:25]=[CH:26][CH:27]=5)[CH2:22][CH2:21]4)[C:12]3=[O:33])=[CH:10][C:5]=2[N:4]([CH3:34])[C:3]1=[O:35].